From a dataset of Full USPTO retrosynthesis dataset with 1.9M reactions from patents (1976-2016). Predict the reactants needed to synthesize the given product. (1) Given the product [N:35]([CH:11]([C:9]1[N:8]([C:14]2[CH:19]=[CH:18][CH:17]=[CH:16][CH:15]=2)[C:7](=[O:20])[N:6]2[C:2]([Cl:1])=[CH:3][N:4]=[C:5]2[CH:10]=1)[CH3:12])=[N+:36]=[N-:37], predict the reactants needed to synthesize it. The reactants are: [Cl:1][C:2]1[N:6]2[C:7](=[O:20])[N:8]([C:14]3[CH:19]=[CH:18][CH:17]=[CH:16][CH:15]=3)[C:9]([CH:11](O)[CH3:12])=[CH:10][C:5]2=[N:4][CH:3]=1.C1C=CC(P([N:35]=[N+:36]=[N-:37])(C2C=CC=CC=2)=O)=CC=1.C1CCN2C(=NCCC2)CC1. (2) Given the product [C:11]([Si:15]([O:5][CH2:4][C@@H:2]1[CH2:3][O:1]1)([C:22]1[CH:27]=[CH:26][CH:25]=[CH:24][CH:23]=1)[C:16]1[CH:17]=[CH:18][CH:19]=[CH:20][CH:21]=1)([CH3:14])([CH3:12])[CH3:13], predict the reactants needed to synthesize it. The reactants are: [O:1]1[CH2:3][C@H:2]1[CH2:4][OH:5].N1C=CN=C1.[C:11]([Si:15](Cl)([C:22]1[CH:27]=[CH:26][CH:25]=[CH:24][CH:23]=1)[C:16]1[CH:21]=[CH:20][CH:19]=[CH:18][CH:17]=1)([CH3:14])([CH3:13])[CH3:12]. (3) Given the product [ClH:24].[N:1]1[CH:6]=[CH:5][CH:4]=[CH:3][C:2]=1[N:7]1[C:8]2[CH:13]=[CH:12][CH:11]=[CH:10][C:9]=2[N:14]=[C:22]1/[CH:21]=[CH:20]/[C:19]1[CH:25]=[CH:26][C:16]([CH3:15])=[CH:17][CH:18]=1, predict the reactants needed to synthesize it. The reactants are: [N:1]1[CH:6]=[CH:5][CH:4]=[CH:3][C:2]=1[NH:7][C:8]1[CH:13]=[CH:12][CH:11]=[CH:10][C:9]=1[NH2:14].[CH3:15][C:16]1[CH:26]=[CH:25][C:19](/[CH:20]=[CH:21]/[C:22]([Cl:24])=O)=[CH:18][CH:17]=1.N1C=CC=CC=1N1C2C=CC=CC=2N=C1/C=C/C1C=CC=CC=1.Cl. (4) The reactants are: [CH3:1][N:2]([CH3:27])[C:3]1[CH:8]=[CH:7][C:6]([C:9]2[N:18]=[C:17]([O:19][CH2:20][C@H:21]3[O:26][CH2:25][CH2:24][NH:23][CH2:22]3)[C:16]3[C:11](=[N:12][CH:13]=[CH:14][N:15]=3)[CH:10]=2)=[CH:5][CH:4]=1.CCN(CC)CC.Cl[CH2:36][CH2:37][S:38](Cl)(=[O:40])=[O:39]. Given the product [CH3:1][N:2]([CH3:27])[C:3]1[CH:4]=[CH:5][C:6]([C:9]2[N:18]=[C:17]([O:19][CH2:20][C@H:21]3[O:26][CH2:25][CH2:24][N:23]([S:38]([CH:37]=[CH2:36])(=[O:40])=[O:39])[CH2:22]3)[C:16]3[C:11](=[N:12][CH:13]=[CH:14][N:15]=3)[CH:10]=2)=[CH:7][CH:8]=1, predict the reactants needed to synthesize it. (5) Given the product [CH3:10][O:9][C:8]1[CH:7]=[CH:6][C:5]([C:16]2[CH:21]=[CH:20][N:19]=[CH:18][CH:17]=2)=[CH:4][C:3]=1[CH:1]=[O:2], predict the reactants needed to synthesize it. The reactants are: [CH:1]([C:3]1[CH:4]=[C:5](B(O)O)[CH:6]=[CH:7][C:8]=1[O:9][CH3:10])=[O:2].Cl.Br[C:16]1[CH:21]=[CH:20][N:19]=[CH:18][CH:17]=1. (6) Given the product [F:38][C:39]([F:44])([F:43])[C:40]([OH:42])=[O:41].[Cl:33][CH2:34][C:35]([NH:2][CH2:3][C:4]1[CH:9]=[CH:8][CH:7]=[C:6]([C:10]2[CH:15]=[C:14]([C:16]3[NH:24][C:23]4[CH2:22][CH2:21][NH:20][C:19](=[O:25])[C:18]=4[CH:17]=3)[CH:13]=[CH:12][N:11]=2)[CH:5]=1)=[O:36], predict the reactants needed to synthesize it. The reactants are: Cl.[NH2:2][CH2:3][C:4]1[CH:5]=[C:6]([C:10]2[CH:15]=[C:14]([C:16]3[NH:24][C:23]4[CH2:22][CH2:21][NH:20][C:19](=[O:25])[C:18]=4[CH:17]=3)[CH:13]=[CH:12][N:11]=2)[CH:7]=[CH:8][CH:9]=1.CN1CCOCC1.[Cl:33][CH2:34][C:35](Cl)=[O:36].[F:38][C:39]([F:44])([F:43])[C:40]([OH:42])=[O:41]. (7) Given the product [C:1]([Si:5]([CH3:8])([CH3:7])[O:17][CH2:16][CH2:15][C:12]1[CH:13]=[CH:14][C:9]([CH2:18][CH2:19][OH:20])=[CH:10][CH:11]=1)([CH3:4])([CH3:3])[CH3:2], predict the reactants needed to synthesize it. The reactants are: [C:1]([Si:5]([CH3:8])([CH3:7])Cl)([CH3:4])([CH3:3])[CH3:2].[C:9]1([CH2:18][CH2:19][OH:20])[CH:14]=[CH:13][C:12]([CH2:15][CH2:16][OH:17])=[CH:11][CH:10]=1.N1C=CN=C1.